From a dataset of Forward reaction prediction with 1.9M reactions from USPTO patents (1976-2016). Predict the product of the given reaction. (1) Given the reactants [NH2:1][C:2]1[N:29]=[CH:28][CH:27]=[CH:26][C:3]=1[C:4]([NH:6][CH2:7][C:8]1[CH:13]=[CH:12][C:11]([O:14][CH2:15][C:16]2[CH:21]=[CH:20][CH:19]=[CH:18][CH:17]=2)=[C:10]([O:22]COC)[CH:9]=1)=[O:5].Cl.C(=O)(O)[O-].[Na+], predict the reaction product. The product is: [NH2:1][C:2]1[N:29]=[CH:28][CH:27]=[CH:26][C:3]=1[C:4]([NH:6][CH2:7][C:8]1[CH:13]=[CH:12][C:11]([O:14][CH2:15][C:16]2[CH:21]=[CH:20][CH:19]=[CH:18][CH:17]=2)=[C:10]([OH:22])[CH:9]=1)=[O:5]. (2) The product is: [O:23]=[P:14]1([C:17]2[CH:22]=[CH:21][CH:20]=[CH:19][CH:18]=2)[CH2:15][CH2:16][C:11]([C:9]([OH:10])=[O:8])([C:24]([OH:26])=[O:25])[CH2:12][CH2:13]1. Given the reactants C([O:8][C:9]([C:11]1([C:24]([O:26]CC2C=CC=CC=2)=[O:25])[CH2:16][CH2:15][P:14](=[O:23])([C:17]2[CH:22]=[CH:21][CH:20]=[CH:19][CH:18]=2)[CH2:13][CH2:12]1)=[O:10])C1C=CC=CC=1.[H][H], predict the reaction product. (3) Given the reactants [CH3:1][C:2]1[CH:11]=[C:10]([C:12]([O:14][CH3:15])=[O:13])[C:9]([CH3:16])=[CH:8][C:3]=1[C:4]([O:6][CH3:7])=[O:5].[N+:17]([O-])([OH:19])=[O:18].S(=O)(=O)(O)O, predict the reaction product. The product is: [CH3:16][C:9]1[C:8]([N+:17]([O-:19])=[O:18])=[C:3]([C:4]([O:6][CH3:7])=[O:5])[C:2]([CH3:1])=[CH:11][C:10]=1[C:12]([O:14][CH3:15])=[O:13].